From a dataset of Catalyst prediction with 721,799 reactions and 888 catalyst types from USPTO. Predict which catalyst facilitates the given reaction. Reactant: [CH3:1][C:2]1[CH:23]=[CH:22][CH:21]=[C:20]([CH3:24])[C:3]=1[CH2:4][O:5][C:6]1[C:14]2[N:13]=[C:12]([CH3:15])[N:11]([CH3:16])[C:10]=2[CH:9]=[C:8]([C:17](O)=[O:18])[CH:7]=1.F[B-](F)(F)F.N1(O[C:40](N(C)C)=[N+:41](C)[CH3:42])C2C=CC=CC=2N=N1.CNC. Product: [CH3:40][N:41]([CH3:42])[C:17]([C:8]1[CH:7]=[C:6]([O:5][CH2:4][C:3]2[C:2]([CH3:1])=[CH:23][CH:22]=[CH:21][C:20]=2[CH3:24])[C:14]2[N:13]=[C:12]([CH3:15])[N:11]([CH3:16])[C:10]=2[CH:9]=1)=[O:18]. The catalyst class is: 120.